Task: Regression. Given a peptide amino acid sequence and an MHC pseudo amino acid sequence, predict their binding affinity value. This is MHC class II binding data.. Dataset: Peptide-MHC class II binding affinity with 134,281 pairs from IEDB (1) The peptide sequence is TSAVGAPTGATTAAA. The MHC is DRB5_0101 with pseudo-sequence DRB5_0101. The binding affinity (normalized) is 0.222. (2) The peptide sequence is GELQIVDKIDAALKI. The MHC is DRB5_0101 with pseudo-sequence DRB5_0101. The binding affinity (normalized) is 0.778. (3) The peptide sequence is LDMIITAVNSLISDN. The MHC is H-2-IAb with pseudo-sequence H-2-IAb. The binding affinity (normalized) is 0.0645. (4) The peptide sequence is EKKYFAATAFEPLAA. The MHC is HLA-DQA10301-DQB10302 with pseudo-sequence HLA-DQA10301-DQB10302. The binding affinity (normalized) is 0.522. (5) The binding affinity (normalized) is 0.0730. The MHC is DRB1_0301 with pseudo-sequence DRB1_0301. The peptide sequence is TGGNSPVQEFTVPLQ. (6) The peptide sequence is EKKYFRATQFEPLAA. The MHC is HLA-DQA10401-DQB10402 with pseudo-sequence HLA-DQA10401-DQB10402. The binding affinity (normalized) is 0.297. (7) The peptide sequence is DVCGMFTNRSGSQQW. The MHC is DRB1_0405 with pseudo-sequence DRB1_0405. The binding affinity (normalized) is 0.139.